Dataset: Peptide-MHC class II binding affinity with 134,281 pairs from IEDB. Task: Regression. Given a peptide amino acid sequence and an MHC pseudo amino acid sequence, predict their binding affinity value. This is MHC class II binding data. (1) The peptide sequence is MLHWSLILPGIKAQQ. The MHC is DRB3_0301 with pseudo-sequence DRB3_0301. The binding affinity (normalized) is 0.322. (2) The peptide sequence is SPLLTEGFKLLSSLV. The MHC is H-2-IAb with pseudo-sequence H-2-IAb. The binding affinity (normalized) is 0.130.